Dataset: Reaction yield outcomes from USPTO patents with 853,638 reactions. Task: Predict the reaction yield, written as a fraction of the theoretical maximum amount of product (1.0 means a 100% yield; for example, 0.34 means a 34% yield). The reactants are [OH:1][C:2]1[CH:7]=[CH:6][C:5]([N:8]2[C:13](=[O:14])[C:12]([CH2:15][C:16]3[CH:21]=[CH:20][C:19]([C:22]4[C:23]([C:28]#[N:29])=[CH:24][CH:25]=[CH:26][CH:27]=4)=[CH:18][CH:17]=3)=[C:11]([CH2:30][CH2:31][CH3:32])[N:10]=[C:9]2[CH3:33])=[CH:4][CH:3]=1.[CH3:34][C:35]1([OH:42])[CH2:40][CH2:39][CH:38](O)[CH2:37][CH2:36]1.C1(P(C2C=CC=CC=2)C2C=CC=CC=2)C=CC=CC=1.[N:63]([C:64]([O:66]C(C)C)=[O:65])=[N:63][C:64]([O:66]C(C)C)=[O:65]. The catalyst is O1CCCC1.O.C(OCC)(=O)C. The product is [OH:42][C:35]1([CH3:34])[CH2:40][CH2:39][CH:38]([O:1][C:2]2[CH:3]=[CH:4][C:5]([N:8]3[C:13](=[O:14])[C:12]([CH2:15][C:16]4[CH:21]=[CH:20][C:19]([C:22]5[CH:27]=[CH:26][CH:25]=[CH:24][C:23]=5[C:28]5[NH:63][C:64](=[O:65])[O:66][N:29]=5)=[CH:18][CH:17]=4)=[C:11]([CH2:30][CH2:31][CH3:32])[N:10]=[C:9]3[CH3:33])=[CH:6][CH:7]=2)[CH2:37][CH2:36]1. The yield is 0.170.